This data is from Full USPTO retrosynthesis dataset with 1.9M reactions from patents (1976-2016). The task is: Predict the reactants needed to synthesize the given product. (1) Given the product [CH2:1]([O:8][C:9]1[CH:17]=[CH:16][CH:15]=[C:14]2[C:10]=1[CH:11]=[C:12]([C:18]([O:20][CH2:21][CH3:22])=[O:19])[N:13]2[CH2:25][CH:26]([CH3:28])[CH3:27])[C:2]1[CH:3]=[CH:4][CH:5]=[CH:6][CH:7]=1, predict the reactants needed to synthesize it. The reactants are: [CH2:1]([O:8][C:9]1[CH:17]=[CH:16][CH:15]=[C:14]2[C:10]=1[CH:11]=[C:12]([C:18]([O:20][CH2:21][CH3:22])=[O:19])[NH:13]2)[C:2]1[CH:7]=[CH:6][CH:5]=[CH:4][CH:3]=1.[H-].[Na+].[CH2:25](I)[CH:26]([CH3:28])[CH3:27]. (2) Given the product [Cl:10][C:11]1[CH:30]=[CH:29][C:14]([NH:15][C:16]2[C:25]3[C:20](=[CH:21][C:22]([O:28][CH2:2][CH2:3][CH2:4][C:5]([O:7][CH2:8][CH3:9])=[O:6])=[C:23]([O:26][CH3:27])[CH:24]=3)[N:19]=[CH:18][N:17]=2)=[C:13]([F:31])[CH:12]=1, predict the reactants needed to synthesize it. The reactants are: Cl[CH2:2][CH2:3][CH2:4][C:5]([O:7][CH2:8][CH3:9])=[O:6].[Cl:10][C:11]1[CH:30]=[CH:29][C:14]([NH:15][C:16]2[C:25]3[C:20](=[CH:21][C:22]([OH:28])=[C:23]([O:26][CH3:27])[CH:24]=3)[N:19]=[CH:18][N:17]=2)=[C:13]([F:31])[CH:12]=1.C(=O)([O-])[O-].[K+].[K+].